This data is from Catalyst prediction with 721,799 reactions and 888 catalyst types from USPTO. The task is: Predict which catalyst facilitates the given reaction. Reactant: F[C:2]1[CH:3]=[N:4][CH:5]=[CH:6][C:7]=1[C:8]1[O:9][C:10]2[CH:16]=[CH:15][C:14]([C:17]([F:20])([F:19])[F:18])=[CH:13][C:11]=2[N:12]=1.[NH:21]1[CH:25]=[CH:24][N:23]=[CH:22]1.C(=O)([O-])[O-].[K+].[K+].CN(C=O)C. Product: [N:21]1([C:2]2[CH:3]=[N:4][CH:5]=[CH:6][C:7]=2[C:8]2[O:9][C:10]3[CH:16]=[CH:15][C:14]([C:17]([F:20])([F:19])[F:18])=[CH:13][C:11]=3[N:12]=2)[CH:25]=[CH:24][N:23]=[CH:22]1. The catalyst class is: 6.